Task: Predict the reactants needed to synthesize the given product.. Dataset: Full USPTO retrosynthesis dataset with 1.9M reactions from patents (1976-2016) (1) Given the product [CH3:1][C:2]1([CH3:10])[O:7][CH2:6][CH:5]([CH2:8][N:23]2[CH2:22][CH2:21][N:20]([C:17]3[CH:18]=[CH:19][C:14]([O:13][C:12]([F:26])([F:27])[F:11])=[CH:15][CH:16]=3)[CH2:25][CH2:24]2)[CH2:4][O:3]1, predict the reactants needed to synthesize it. The reactants are: [CH3:1][C:2]1([CH3:10])[O:7][CH2:6][CH:5]([CH:8]=O)[CH2:4][O:3]1.[F:11][C:12]([F:27])([F:26])[O:13][C:14]1[CH:19]=[CH:18][C:17]([N:20]2[CH2:25][CH2:24][NH:23][CH2:22][CH2:21]2)=[CH:16][CH:15]=1.C(O[BH-](OC(=O)C)OC(=O)C)(=O)C.[Na+].O. (2) The reactants are: Br[C:2]1[CH:8]=[CH:7][C:5]([NH2:6])=[CH:4][C:3]=1[CH3:9].[Cl:10][C:11]1[CH:16]=[CH:15][C:14](B(O)O)=[CH:13][CH:12]=1.C([O-])([O-])=O.[K+].[K+]. Given the product [Cl:10][C:11]1[CH:16]=[CH:15][C:14]([C:2]2[CH:8]=[CH:7][C:5]([NH2:6])=[CH:4][C:3]=2[CH3:9])=[CH:13][CH:12]=1, predict the reactants needed to synthesize it. (3) The reactants are: [OH:1][CH2:2][CH2:3][C:4]#[C:5][C:6]1[CH:15]=[C:14]2[C:9]([CH:10]=[CH:11][C:12](=[O:16])[O:13]2)=[CH:8][CH:7]=1. Given the product [OH:1][CH2:2][CH2:3][CH2:4][CH2:5][C:6]1[CH:15]=[C:14]2[C:9]([CH:10]=[CH:11][C:12](=[O:16])[O:13]2)=[CH:8][CH:7]=1, predict the reactants needed to synthesize it. (4) Given the product [ClH:1].[NH2:2][C:3]1[N:8]=[CH:7][C:6](/[CH:9]=[CH:10]/[C:11]([N:42]([CH3:41])[CH2:43][C:44]2[C:53]3[C:48](=[CH:49][CH:50]=[CH:51][CH:52]=3)[C:47]([CH3:54])=[CH:46][CH:45]=2)=[O:13])=[CH:5][C:4]=1[CH2:14][N:15]1[CH2:20][CH2:19][N:18]([CH3:21])[CH2:17][CH2:16]1, predict the reactants needed to synthesize it. The reactants are: [ClH:1].[NH2:2][C:3]1[N:8]=[CH:7][C:6](/[CH:9]=[CH:10]/[C:11]([OH:13])=O)=[CH:5][C:4]=1[CH2:14][N:15]1[CH2:20][CH2:19][N:18]([CH3:21])[CH2:17][CH2:16]1.Cl.CN1CC2C=C(/C=C/C(O)=O)C=NC=2NC(=O)C1.[CH3:41][NH:42][CH2:43][C:44]1[C:53]2[C:48](=[CH:49][CH:50]=[CH:51][CH:52]=2)[C:47]([CH3:54])=[CH:46][CH:45]=1.CNCC1C=CC2C(=CC=CC=2)C=1CCC. (5) Given the product [Br:36][C:28]1[CH:29]=[CH:30][C:31]([O:33][CH2:34][CH3:35])=[CH:32][C:27]=1[C:25]([NH:24][C@@H:4]([CH2:5][C:6]1[CH:7]=[CH:8][C:9]([C:12]2[C:13]([O:22][CH3:23])=[CH:14][C:15]([C:20]#[N:21])=[CH:16][C:17]=2[O:18][CH3:19])=[CH:10][CH:11]=1)[C:3]([OH:37])=[O:2])=[O:26], predict the reactants needed to synthesize it. The reactants are: C[O:2][C:3](=[O:37])[C@@H:4]([NH:24][C:25]([C:27]1[CH:32]=[C:31]([O:33][CH2:34][CH3:35])[CH:30]=[CH:29][C:28]=1[Br:36])=[O:26])[CH2:5][C:6]1[CH:11]=[CH:10][C:9]([C:12]2[C:17]([O:18][CH3:19])=[CH:16][C:15]([C:20]#[N:21])=[CH:14][C:13]=2[O:22][CH3:23])=[CH:8][CH:7]=1.[OH-].[Li+].Cl. (6) The reactants are: [ClH:1].COC1C=C2C(=CC=1OC)C([CH2:14][N:15]([CH3:35])[CH2:16][CH2:17][C:18]([N:20]1[CH2:26][CH2:25][C:24]3[CH:27]=[C:28]([O:33][CH3:34])[C:29]([O:31][CH3:32])=[CH:30][C:23]=3[CH2:22][CH2:21]1)=[O:19])C2.COC1C=C2C(=CC=1OC)C(CNC)C2.[CH3:51][O:52][C:53]1[CH:54]=[C:55]2[C:59](=[CH:60][C:61]=1[O:62][CH3:63])[CH2:58][CH:57]([CH2:64]CNC)[CH2:56]2. Given the product [ClH:1].[CH3:63][O:62][C:61]1[CH:60]=[C:59]2[C:55](=[CH:54][C:53]=1[O:52][CH3:51])[CH2:56][CH:57]([CH2:64][CH2:14][N:15]([CH3:35])[CH2:16][CH2:17][C:18]([N:20]1[CH2:26][CH2:25][C:24]3[CH:27]=[C:28]([O:33][CH3:34])[C:29]([O:31][CH3:32])=[CH:30][C:23]=3[CH2:22][CH2:21]1)=[O:19])[CH2:58]2, predict the reactants needed to synthesize it. (7) Given the product [CH:1]([S:14][CH2:15][CH2:16][N:17]1[CH2:18][CH2:19][N:20]([CH2:32][CH:30]([OH:31])[CH2:23][C:24]2[CH:29]=[CH:28][CH:27]=[CH:26][CH:25]=2)[CH2:21][CH2:22]1)([C:2]1[CH:3]=[CH:4][CH:5]=[CH:6][CH:7]=1)[C:8]1[CH:13]=[CH:12][CH:11]=[CH:10][CH:9]=1, predict the reactants needed to synthesize it. The reactants are: [CH:1]([S:14][CH2:15][CH2:16][N:17]1[CH2:22][CH2:21][NH:20][CH2:19][CH2:18]1)([C:8]1[CH:13]=[CH:12][CH:11]=[CH:10][CH:9]=1)[C:2]1[CH:7]=[CH:6][CH:5]=[CH:4][CH:3]=1.[CH2:23]([CH:30]1[CH2:32][O:31]1)[C:24]1[CH:29]=[CH:28][CH:27]=[CH:26][CH:25]=1.